Dataset: Experimentally validated miRNA-target interactions with 360,000+ pairs, plus equal number of negative samples. Task: Binary Classification. Given a miRNA mature sequence and a target amino acid sequence, predict their likelihood of interaction. (1) The protein sequence of the target gene is MSYPMHWGEWILNFRVPPAGVFGVAFLARVALVFYGVFQDRTLLVRYTDIDYHVFTDAARFVTEGRSPYLRATYRYTPLLSWLLTPNVYLSELFGKFLFISCDLLTAFLLYRLLLLKGLGRRQACGYCVFWLLNPLPMAVSSRGNADSIVASLVLSTLYFIEKRLIACAAVFYGFAVHMKMYPVTYILPIALHLRPERDDDERLRQARFSFQARLYDFLRRLCSWAVLLFVAVAGLTFVALSFGFYYKYGWEFLEHTYFYHLTRRDIRHNFSPYFYMLYLTAESKWSFTLGIAAFLPQFI.... Result: 0 (no interaction). The miRNA is hsa-miR-7109-5p with sequence CUGGGGGGAGGAGACCCUGCU. (2) The miRNA is hsa-miR-6747-3p with sequence UCCUGCCUUCCUCUGCACCAG. The protein sequence of the target gene is MAETAAGVGRFKTNYAVERKIEPFYKGGKAQLDQTGQHLFCVCGTRVNILEVASGAVLRSLEQEDQEDITAFDLSPDNEVLVTASRALLLAQWAWQEGSVTRLWKAIHTAPVATMAFDPTSTLLATGGCDGAVRVWDIVRHYGTHHFRGSPGVVHLVAFHPDPTRLLLFSSATDAAIRVWSLQDRSCLAVLTAHYSAVTSLAFSADGHTMLSSGRDKICIIWDLQSCQATRTVPVFESVEAAVLLPEEPVSQLGVKSPGLYFLTAGDQGTLRVWEAASGQCVYTQAQPPGPGQELTHCTL.... Result: 1 (interaction). (3) Result: 0 (no interaction). The protein sequence of the target gene is MELWAPQRLPQTRGKATAPSKDPDRGFRRDGHHRPVPHSWHNGERFHQWQDNRGSPQPQQEPRADHQQQPHYASRPGDWHQPVSGVDYYEGGYRNQLYSRPGYENSYQSYQSPTMREEYAYGSYYYHGHPQWLQEERVPRQRSPYIWHEDYREQKYLDEHHYENQHSPFGTNSETHFQSNSRNPCKDSPASNSGQEWPGELFPGSLLAEAQKNKPSLASESNLLQQRESGLSSSSYELSQYIRDAPERDDPPASAAWSPVQADVSSAGPKAPMKFYIPHVPVSFGPGGQLVHVGPSSPTD.... The miRNA is mmu-miR-3067-5p with sequence AGUUCUCAGGCCCGCUGUGGUGU. (4) The miRNA is rno-miR-542-3p with sequence UGUGACAGAUUGAUAACUGAAA. The protein sequence of the target gene is MTTGSVLPLLLLGLSGALRAHREDLTVREACKAGFSEEGYTALISPNVLEGEKLLKVEFSSCVGTKGMQYETNSLDFKVGADGTVFATRELKIPSEQVAFTVTARERQSAEQWAAMVRLLVAQTSSAHSEHKKGQTVALDPSQPPNDTLLPWPQHQSSGGLRRQKRDWVIPPINVPENSRGPFPQQLVRIRSDKDNDIPIRYSITGVGADQPPMEVFNIDSMSGRMYVTRPMDREERASYHLRAHAVDMNGNKVENPIDLYIYVIDMNDNRPEFINQVYNGSVDEGSKPGTYVMTVTAND.... Result: 0 (no interaction). (5) The protein sequence of the target gene is MSSTVSYWILNSTRNSIATLQGGRRLYSRYVSNRNKLKWRLFSRVPPTLNSSPCGGFTLCKAYRHTSTEEDDFHLQLSPEQINEVLRAGETTHKILDLESRVPNSVLRFESNQLAANSPVEDRRGVASCLQTNGLMFGIFDGHGGHACAQAVSERLFYYVAVSLMSHQTLEHMEGAMESMKPLLPILHWLKHPGDSIYKDVTSVHLDHLRVYWQELLDLHMEMGLSIEEALMYSFQRLDSDISLEIQAPLEDEVTRNLSLQVAFSGATACMAHVDGIHLHVANAGDCRAILGVQEDNGMW.... Result: 1 (interaction). The miRNA is hsa-miR-6771-5p with sequence CUCGGGAGGGCAUGGGCCAGGC.